This data is from Catalyst prediction with 721,799 reactions and 888 catalyst types from USPTO. The task is: Predict which catalyst facilitates the given reaction. (1) Reactant: [Cl:1][C:2]1[CH:11]=[CH:10][C:9]2[C:8]([C:12]([NH:14][CH2:15][CH:16]3[CH2:21][CH2:20][CH2:19][CH2:18][CH2:17]3)=[O:13])=[C:7]([Cl:22])[CH:6]=[CH:5][C:4]=2[N:3]=1.[NH:23]1[CH2:28][CH2:27][NH:26][CH2:25][CH2:24]1. Product: [ClH:1].[ClH:1].[Cl:22][C:7]1[CH:6]=[CH:5][C:4]2[N:3]=[C:2]([N:23]3[CH2:28][CH2:27][NH:26][CH2:25][CH2:24]3)[CH:11]=[CH:10][C:9]=2[C:8]=1[C:12]([NH:14][CH2:15][CH:16]1[CH2:21][CH2:20][CH2:19][CH2:18][CH2:17]1)=[O:13]. The catalyst class is: 10. (2) Reactant: COP([O-])(OC)=O.[C:8]1([I+][C:15]2[CH:20]=[CH:19][CH:18]=[CH:17][CH:16]=2)C=CC=CC=1.[C:21]1(C)[CH:26]=[CH:25][C:24]([S:27]([OH:30])(=[O:29])=[O:28])=[CH:23][CH:22]=1.N. Product: [C:23]1([CH3:8])[C:24]([S:27]([O-:30])(=[O:28])=[O:29])=[CH:25][CH:26]=[CH:21][CH:22]=1.[C:15]1([S+:27]([C:15]2[CH:16]=[CH:17][CH:18]=[CH:19][CH:20]=2)[C:24]2[CH:23]=[CH:22][CH:21]=[CH:26][CH:25]=2)[CH:20]=[CH:19][CH:18]=[CH:17][CH:16]=1. The catalyst class is: 2.